This data is from Forward reaction prediction with 1.9M reactions from USPTO patents (1976-2016). The task is: Predict the product of the given reaction. (1) The product is: [OH:8][CH2:9][C@@H:10]1[C@@H:14]([O:15][Si:16]([CH:20]([CH3:21])[CH3:22])([CH:23]([CH3:24])[CH3:25])[CH:17]([CH3:19])[CH3:18])[CH2:13][C@H:12]([NH:26][C:27]2[C:32]([C:33]([C:35]3[S:36][CH:37]=[C:38]([CH2:40][CH2:41][C:42]4[CH:43]=[CH:44][CH:45]=[CH:46][CH:47]=4)[CH:39]=3)=[O:34])=[CH:31][N:30]=[CH:29][N:28]=2)[CH2:11]1. Given the reactants [Si]([O:8][CH2:9][C@@H:10]1[C@@H:14]([O:15][Si:16]([CH:23]([CH3:25])[CH3:24])([CH:20]([CH3:22])[CH3:21])[CH:17]([CH3:19])[CH3:18])[CH2:13][C@H:12]([NH:26][C:27]2[C:32]([C:33]([C:35]3[S:36][CH:37]=[C:38]([CH2:40][CH2:41][C:42]4[CH:47]=[CH:46][CH:45]=[CH:44][CH:43]=4)[CH:39]=3)=[O:34])=[CH:31][N:30]=[CH:29][N:28]=2)[CH2:11]1)(C(C)(C)C)(C)C.Cl, predict the reaction product. (2) Given the reactants [C:1]1([S:7]([CH2:10][C:11]2[C:16]([C:17]([O:19][CH2:20]C)=[O:18])=[C:15]([O:22][CH2:23][CH2:24][NH:25][C:26]([O:28][C:29]([CH3:32])([CH3:31])[CH3:30])=[O:27])[C:14]([C:33]3C=CO[CH:34]=3)=[CH:13][CH:12]=2)(=[O:9])=[O:8])[CH:6]=[CH:5][CH:4]=[CH:3][CH:2]=1.C1(S(CC2C(C(OC)=O)=C(O)C(CC)=CC=2)(=O)=O)C=CC=CC=1.C(OC(NCCBr)=O)(C)(C)C, predict the reaction product. The product is: [C:1]1([S:7]([CH2:10][C:11]2[C:16]([C:17]([O:19][CH3:20])=[O:18])=[C:15]([O:22][CH2:23][CH2:24][NH:25][C:26]([O:28][C:29]([CH3:31])([CH3:30])[CH3:32])=[O:27])[C:14]([CH2:33][CH3:34])=[CH:13][CH:12]=2)(=[O:9])=[O:8])[CH:6]=[CH:5][CH:4]=[CH:3][CH:2]=1. (3) Given the reactants [Br:1][C:2]1[CH:3]=[CH:4][C:5]2[O:14][CH2:13][CH2:12][N:11]3[C:7](=[N:8][C:9](I)=[CH:10]3)[C:6]=2[CH:16]=1.[N:17]1[CH:22]=[CH:21][CH:20]=[C:19](B(O)O)[CH:18]=1.[F-].[K+], predict the reaction product. The product is: [Br:1][C:2]1[CH:3]=[CH:4][C:5]2[O:14][CH2:13][CH2:12][N:11]3[C:7](=[N:8][C:9]([C:19]4[CH:18]=[N:17][CH:22]=[CH:21][CH:20]=4)=[CH:10]3)[C:6]=2[CH:16]=1. (4) Given the reactants Br[C:2]1[C:6]2[CH:7]=[C:8]([O:11][CH3:12])[CH:9]=[CH:10][C:5]=2[O:4][C:3]=1[CH:13]([NH:20][C:21]1[CH:30]=[CH:29][C:24]([C:25]([O:27]C)=[O:26])=[CH:23][CH:22]=1)[CH:14]1[CH2:19][CH2:18][CH2:17][CH2:16][CH2:15]1.[CH3:31][N:32](C)C=O.[OH-].[Li+], predict the reaction product. The product is: [C:31]([C:2]1[C:6]2[CH:7]=[C:8]([O:11][CH3:12])[CH:9]=[CH:10][C:5]=2[O:4][C:3]=1[CH:13]([NH:20][C:21]1[CH:30]=[CH:29][C:24]([C:25]([OH:27])=[O:26])=[CH:23][CH:22]=1)[CH:14]1[CH2:19][CH2:18][CH2:17][CH2:16][CH2:15]1)#[N:32]. (5) Given the reactants [Cl:1][C:2]1[CH:7]=[CH:6][C:5]([CH2:8][CH:9]([NH2:14])[C:10]([CH3:13])([CH3:12])[CH3:11])=[CH:4][C:3]=1[O:15][CH2:16][CH2:17][CH2:18][O:19][CH3:20].[CH:21](O)=[O:22], predict the reaction product. The product is: [Cl:1][C:2]1[CH:7]=[CH:6][C:5]([CH2:8][CH:9]([NH:14][CH:21]=[O:22])[C:10]([CH3:11])([CH3:12])[CH3:13])=[CH:4][C:3]=1[O:15][CH2:16][CH2:17][CH2:18][O:19][CH3:20]. (6) The product is: [CH3:8][C:5]1[N:6]=[CH:7][C:2]([NH:1][C:16]2[CH:25]=[CH:24][C:19]([C:20]([O:22][CH3:23])=[O:21])=[CH:18][N:17]=2)=[CH:3][CH:4]=1. Given the reactants [NH2:1][C:2]1[CH:3]=[CH:4][C:5]([CH3:8])=[N:6][CH:7]=1.C([O-])([O-])=O.[K+].[K+].Cl[C:16]1[CH:25]=[CH:24][C:19]([C:20]([O:22][CH3:23])=[O:21])=[CH:18][N:17]=1, predict the reaction product. (7) Given the reactants [C:1]([O:5][C:6]([NH:8][C:9]1[CH:13]=[C:12]([C:14]2[CH:19]=[CH:18][C:17]([Cl:20])=[CH:16][CH:15]=2)[S:11][C:10]=1[C:21]([OH:23])=O)=[O:7])([CH3:4])([CH3:3])[CH3:2].C(N1C=CN=C1)([N:26]1C=CN=C1)=O.[OH-].[NH4+], predict the reaction product. The product is: [C:1]([O:5][C:6](=[O:7])[NH:8][C:9]1[CH:13]=[C:12]([C:14]2[CH:19]=[CH:18][C:17]([Cl:20])=[CH:16][CH:15]=2)[S:11][C:10]=1[C:21](=[O:23])[NH2:26])([CH3:4])([CH3:3])[CH3:2]. (8) Given the reactants CC([O-])(C)C.[Na+].[O-]P([O-])([O-])=O.[K+].[K+].[K+].Cl[C:16]1[CH:21]=[CH:20][CH:19]=[CH:18][C:17]=1[N+:22]([O-:24])=[O:23].[NH:25]1[C:33]2[C:28](=[CH:29][CH:30]=[CH:31][CH:32]=2)[CH:27]=[CH:26]1, predict the reaction product. The product is: [N+:22]([C:17]1[CH:18]=[CH:19][CH:20]=[CH:21][C:16]=1[N:25]1[C:33]2[C:28](=[CH:29][CH:30]=[CH:31][CH:32]=2)[CH:27]=[CH:26]1)([O-:24])=[O:23].